Dataset: Reaction yield outcomes from USPTO patents with 853,638 reactions. Task: Predict the reaction yield, written as a fraction of the theoretical maximum amount of product (1.0 means a 100% yield; for example, 0.34 means a 34% yield). (1) The yield is 0.910. The reactants are [N:1]1[CH:6]=[CH:5][CH:4]=[CH:3][C:2]=1[S:7][S:8][C:9]1[CH:14]=CC=CN=1.SCC[OH:18]. The product is [N:1]1[CH:6]=[CH:5][CH:4]=[CH:3][C:2]=1[S:7][S:8][CH2:9][CH2:14][OH:18]. The catalyst is ClCCl. (2) The reactants are [N+:1]([C:4]1[CH:17]=[CH:16][C:7]([O:8][CH2:9][C:10]2[CH:15]=[CH:14][CH:13]=[CH:12][N:11]=2)=[CH:6][CH:5]=1)([O-])=O.[NH4+].[Cl-]. The catalyst is C(O)C.O.[Fe]. The product is [NH2:1][C:4]1[CH:17]=[CH:16][C:7]([O:8][CH2:9][C:10]2[CH:15]=[CH:14][CH:13]=[CH:12][N:11]=2)=[CH:6][CH:5]=1. The yield is 0.860. (3) The reactants are [F:1][C:2]([F:16])([F:15])[C:3]1[C:4]2[CH2:14][CH2:13][CH2:12][C:5]=2[N:6]([CH2:8][C:9]([OH:11])=O)[N:7]=1.CCN(CC)CC.CN(C(ON1N=NC2C=CC=NC1=2)=[N+](C)C)C.F[P-](F)(F)(F)(F)F.[F:48][C:49]1[CH:54]=[CH:53][C:52]([N:55]2[C:63]3[CH2:62][CH2:61][CH2:60][NH:59][C:58]=3[CH:57]=[N:56]2)=[CH:51][CH:50]=1. The catalyst is CN(C=O)C.O. The product is [F:48][C:49]1[CH:50]=[CH:51][C:52]([N:55]2[C:63]3[CH2:62][CH2:61][CH2:60][N:59]([C:9](=[O:11])[CH2:8][N:6]4[C:5]5[CH2:12][CH2:13][CH2:14][C:4]=5[C:3]([C:2]([F:1])([F:16])[F:15])=[N:7]4)[C:58]=3[CH:57]=[N:56]2)=[CH:53][CH:54]=1. The yield is 0.0700. (4) The reactants are Br[CH2:2][C:3]1[CH:8]=[CH:7][C:6](B2OC(C)(C)C(C)(C)O2)=[CH:5][CH:4]=1.[C:18]([N:21]1[CH2:26][CH2:25][NH:24][CH2:23][CH2:22]1)(=[O:20])[CH3:19].C([O-])([O-])=O.[K+].[K+].Br[C:34]1[CH:35]=[C:36]2[C:42]([C:43]3[CH:44]=[C:45]4[C:49](=[CH:50][CH:51]=3)[NH:48][CH:47]=[CH:46]4)=[CH:41][N:40](S(C3C=CC(C)=CC=3)(=O)=O)[C:37]2=[N:38][CH:39]=1. The catalyst is CN(C=O)C.Cl[Pd](Cl)([P](C1C=CC=CC=1)(C1C=CC=CC=1)C1C=CC=CC=1)[P](C1C=CC=CC=1)(C1C=CC=CC=1)C1C=CC=CC=1. The product is [NH:48]1[C:49]2[C:45](=[CH:44][C:43]([C:42]3[C:36]4[C:37](=[N:38][CH:39]=[C:34]([C:6]5[CH:5]=[CH:4][C:3]([CH2:2][N:24]6[CH2:25][CH2:26][N:21]([C:18](=[O:20])[CH3:19])[CH2:22][CH2:23]6)=[CH:8][CH:7]=5)[CH:35]=4)[NH:40][CH:41]=3)=[CH:51][CH:50]=2)[CH:46]=[CH:47]1. The yield is 0.460. (5) The reactants are [Cl:1][C:2]1[CH:7]=[CH:6][C:5]([N+:8]([O-])=O)=[CH:4][C:3]=1[C:11]1[O:12][C:13]2[CH:19]=[CH:18][C:17]([CH3:20])=[CH:16][C:14]=2[N:15]=1.[NH4+].[Cl-]. The catalyst is CCO.[Fe]. The product is [Cl:1][C:2]1[CH:7]=[CH:6][C:5]([NH2:8])=[CH:4][C:3]=1[C:11]1[O:12][C:13]2[CH:19]=[CH:18][C:17]([CH3:20])=[CH:16][C:14]=2[N:15]=1. The yield is 0.730.